From a dataset of Forward reaction prediction with 1.9M reactions from USPTO patents (1976-2016). Predict the product of the given reaction. Given the reactants [Cl:1][C:2]1[CH:7]=[C:6](/[CH:8]=[CH:9]/[CH:10]([C:15]2[CH:20]=[C:19]([Cl:21])[C:18]([Cl:22])=[C:17]([Cl:23])[CH:16]=2)[C:11]([F:14])([F:13])[F:12])[CH:5]=[CH:4][C:3]=1[CH2:24][NH2:25].CCN(CC)CC.[CH2:33]([N:35]=[C:36]=[S:37])[CH3:34], predict the reaction product. The product is: [Cl:1][C:2]1[CH:7]=[C:6](/[CH:8]=[CH:9]/[CH:10]([C:15]2[CH:20]=[C:19]([Cl:21])[C:18]([Cl:22])=[C:17]([Cl:23])[CH:16]=2)[C:11]([F:14])([F:13])[F:12])[CH:5]=[CH:4][C:3]=1[CH2:24][NH:25][C:36]([NH:35][CH2:33][CH3:34])=[S:37].